The task is: Predict the reaction yield, written as a fraction of the theoretical maximum amount of product (1.0 means a 100% yield; for example, 0.34 means a 34% yield).. This data is from Reaction yield outcomes from USPTO patents with 853,638 reactions. (1) The reactants are Cl.[CH3:2][C@H:3]1[CH2:11][C:10]2[C:5](=[CH:6][C:7]([N+:14]([O-:16])=[O:15])=[C:8]([O:12][CH3:13])[CH:9]=2)[NH:4]1.C([O-])([O-])=O.[K+].[K+].Br[CH2:24][C:25](Cl)=[O:26].[NH:28]([CH3:30])[CH3:29]. The catalyst is C1COCC1. The product is [CH3:29][N:28]([CH3:30])[CH2:24][C:25]([N:4]1[C:5]2[C:10](=[CH:9][C:8]([O:12][CH3:13])=[C:7]([N+:14]([O-:16])=[O:15])[CH:6]=2)[CH2:11][C@@H:3]1[CH3:2])=[O:26]. The yield is 0.470. (2) The reactants are O.[NH2:2][C:3]1[CH:8]=[C:7]([OH:9])[N:6]=[C:5]([SH:10])[N:4]=1.[H-].[Na+].[F:13][C:14]1[C:21]([F:22])=[CH:20][CH:19]=[CH:18][C:15]=1[CH2:16]Br. The catalyst is CN(C)C=O. The product is [NH2:2][C:3]1[N:4]=[C:5]([S:10][CH2:16][C:15]2[CH:18]=[CH:19][CH:20]=[C:21]([F:22])[C:14]=2[F:13])[NH:6][C:7](=[O:9])[CH:8]=1. The yield is 0.810.